This data is from Forward reaction prediction with 1.9M reactions from USPTO patents (1976-2016). The task is: Predict the product of the given reaction. (1) Given the reactants [CH3:1][O:2][C:3](=[O:27])[CH2:4][C:5]1[CH:10]=[CH:9][C:8]([C:11]#[C:12][C:13]2[CH:22]=[C:21]([OH:23])[C:20]3[C:19](=[O:24])[CH2:18][CH2:17][C:16]([CH3:26])([CH3:25])[C:15]=3[CH:14]=2)=[CH:7][CH:6]=1.C1C=CC(N([S:35]([C:38]([F:41])([F:40])[F:39])(=[O:37])=[O:36])[S:35]([C:38]([F:41])([F:40])[F:39])(=[O:37])=[O:36])=CC=1.C(OCC)(=O)C, predict the reaction product. The product is: [CH3:1][O:2][C:3](=[O:27])[CH2:4][C:5]1[CH:10]=[CH:9][C:8]([C:11]#[C:12][C:13]2[CH:22]=[C:21]([O:23][S:35]([C:38]([F:41])([F:40])[F:39])(=[O:37])=[O:36])[C:20]3[C:19](=[O:24])[CH2:18][CH2:17][C:16]([CH3:25])([CH3:26])[C:15]=3[CH:14]=2)=[CH:7][CH:6]=1. (2) Given the reactants [OH:1][C:2]1[CH:7]=[CH:6][C:5]([N:8]=[N:9][C:10]2[CH:15]=[CH:14][C:13]([CH3:16])=[CH:12][CH:11]=2)=[CH:4][CH:3]=1.[Br:17][CH2:18][CH2:19][CH2:20][CH2:21][CH2:22][CH2:23]Br.OC1C=CC=CC=1, predict the reaction product. The product is: [Br:17][CH2:18][CH2:19][CH2:20][CH2:21][CH2:22][CH2:23][O:1][C:2]1[CH:3]=[CH:4][C:5]([N:8]=[N:9][C:10]2[CH:15]=[CH:14][C:13]([CH3:16])=[CH:12][CH:11]=2)=[CH:6][CH:7]=1. (3) Given the reactants [C:1]([SiH2:5][O:6][C:7]([CH3:15])([CH3:14])[C@H:8]1[NH:12][C:11](=[O:13])[CH2:10][CH2:9]1)([CH3:4])([CH3:3])[CH3:2].[Br:16][C:17]1[CH:18]=[N:19][CH:20]=[C:21]([CH2:23]Cl)[CH:22]=1.[H-].[Na+], predict the reaction product. The product is: [Br:16][C:17]1[CH:22]=[C:21]([CH2:23][N:12]2[C@H:8]([C:7]([CH3:15])([CH3:14])[O:6][SiH2:5][C:1]([CH3:4])([CH3:2])[CH3:3])[CH2:9][CH2:10][C:11]2=[O:13])[CH:20]=[N:19][CH:18]=1.